This data is from Forward reaction prediction with 1.9M reactions from USPTO patents (1976-2016). The task is: Predict the product of the given reaction. (1) Given the reactants [Br:1][C:2]1[CH:7]=[CH:6][C:5]([OH:8])=[C:4]([F:9])[C:3]=1[F:10].C(=O)([O-])[O-].[K+].[K+].Cl[CH2:18][C:19]1[CH:24]=[CH:23][C:22]([O:25][CH3:26])=[CH:21][CH:20]=1, predict the reaction product. The product is: [Br:1][C:2]1[CH:7]=[CH:6][C:5]([O:8][CH2:18][C:19]2[CH:24]=[CH:23][C:22]([O:25][CH3:26])=[CH:21][CH:20]=2)=[C:4]([F:9])[C:3]=1[F:10]. (2) Given the reactants [CH3:1][O:2][C:3]1[CH:8]=[CH:7][C:6]([C:9]2[N:14]=[CH:13][C:12]([CH2:15]OS(C)(=O)=O)=[CH:11][N:10]=2)=[C:5]([C:21]([F:24])([F:23])[F:22])[CH:4]=1.[F:25][C:26]1[C:31]([F:32])=[CH:30][CH:29]=[CH:28][C:27]=1[C:33]1[N:41]=[C:36]2[CH:37]=[N:38][NH:39][CH:40]=[C:35]2[N:34]=1, predict the reaction product. The product is: [F:25][C:26]1[C:31]([F:32])=[CH:30][CH:29]=[CH:28][C:27]=1[C:33]1[N:41]=[C:36]2[CH:37]=[N:38][N:39]([CH2:15][C:12]3[CH:11]=[N:10][C:9]([C:6]4[CH:7]=[CH:8][C:3]([O:2][CH3:1])=[CH:4][C:5]=4[C:21]([F:24])([F:23])[F:22])=[N:14][CH:13]=3)[CH:40]=[C:35]2[N:34]=1. (3) The product is: [NH2:12][C:10]1[CH:9]=[CH:8][C:3]([C:4]([NH:6][CH3:7])=[O:5])=[C:2]([F:1])[CH:11]=1. Given the reactants [F:1][C:2]1[CH:11]=[C:10]([N+:12]([O-])=O)[CH:9]=[CH:8][C:3]=1[C:4]([NH:6][CH3:7])=[O:5].C(OCC)(=O)C, predict the reaction product. (4) Given the reactants C(OC(=O)[NH:7][C:8]1[C:17]2[C:12](=[CH:13][CH:14]=[CH:15][CH:16]=2)[C:11]([O:18][C:19]2[CH:24]=[CH:23][N:22]=[C:21]([NH:25][C:26]3[CH:31]=[C:30]([C:32](=[O:44])[NH:33][CH2:34][CH2:35][O:36][CH2:37][CH2:38][O:39][CH2:40][CH2:41][O:42][CH3:43])[CH:29]=[C:28]([O:45][CH3:46])[CH:27]=3)[CH:20]=2)=[CH:10][CH:9]=1)(C)(C)C.C(O)(C(F)(F)F)=O.C([O-])(O)=O.[Na+], predict the reaction product. The product is: [NH2:7][C:8]1[C:17]2[C:12](=[CH:13][CH:14]=[CH:15][CH:16]=2)[C:11]([O:18][C:19]2[CH:24]=[CH:23][N:22]=[C:21]([NH:25][C:26]3[CH:31]=[C:30]([CH:29]=[C:28]([O:45][CH3:46])[CH:27]=3)[C:32]([NH:33][CH2:34][CH2:35][O:36][CH2:37][CH2:38][O:39][CH2:40][CH2:41][O:42][CH3:43])=[O:44])[CH:20]=2)=[CH:10][CH:9]=1. (5) Given the reactants [NH:1]1[CH2:6][CH2:5][CH2:4][CH2:3][CH2:2]1.Br[CH2:8][CH2:9][CH2:10][CH2:11][N:12]1C(=O)C2C(=CC=CC=2)C1=O.C(N(CC)CC)C.O.NN, predict the reaction product. The product is: [N:1]1([CH2:8][CH2:9][CH2:10][CH2:11][NH2:12])[CH2:6][CH2:5][CH2:4][CH2:3][CH2:2]1.